From a dataset of Peptide-MHC class I binding affinity with 185,985 pairs from IEDB/IMGT. Regression. Given a peptide amino acid sequence and an MHC pseudo amino acid sequence, predict their binding affinity value. This is MHC class I binding data. (1) The peptide sequence is TLALEVAQQK. The MHC is HLA-A30:01 with pseudo-sequence HLA-A30:01. The binding affinity (normalized) is 0. (2) The peptide sequence is KSGGLSSGFY. The binding affinity (normalized) is 0. The MHC is HLA-A33:01 with pseudo-sequence HLA-A33:01. (3) The peptide sequence is VPVWKEATTTL. The MHC is HLA-B08:01 with pseudo-sequence HLA-B08:01. The binding affinity (normalized) is 0.344. (4) The MHC is HLA-A31:01 with pseudo-sequence HLA-A31:01. The binding affinity (normalized) is 0.0847. The peptide sequence is NYPASLHKF. (5) The MHC is HLA-A02:02 with pseudo-sequence HLA-A02:02. The peptide sequence is LIFNVKSKLL. The binding affinity (normalized) is 0.281. (6) The peptide sequence is PLRNDGNRF. The MHC is HLA-A02:01 with pseudo-sequence HLA-A02:01. The binding affinity (normalized) is 0.101. (7) The peptide sequence is AVFKMSPGYV. The MHC is HLA-A02:03 with pseudo-sequence HLA-A02:03. The binding affinity (normalized) is 0.818. (8) The peptide sequence is FIIDNFGSV. The MHC is HLA-A30:01 with pseudo-sequence HLA-A30:01. The binding affinity (normalized) is 0.0847. (9) The MHC is Mamu-B03 with pseudo-sequence Mamu-B03. The binding affinity (normalized) is 0.0835. The peptide sequence is KQREALQGGDR.